From a dataset of Catalyst prediction with 721,799 reactions and 888 catalyst types from USPTO. Predict which catalyst facilitates the given reaction. (1) Reactant: [Br:1][C:2]1[CH:7]=[CH:6][C:5]([C:8]2[N:13]=[C:12]3[O:14][C:15]([CH3:20])([CH3:19])[CH2:16][CH:17]([NH2:18])[C:11]3=[CH:10][C:9]=2[C:21]2[CH:26]=[CH:25][C:24]([Cl:27])=[CH:23][CH:22]=2)=[C:4]([Cl:28])[CH:3]=1.[C:29](Cl)(=[O:34])[C:30]([CH3:33])([CH3:32])[CH3:31].CCN(CC)CC. Product: [Br:1][C:2]1[CH:7]=[CH:6][C:5]([C:8]2[N:13]=[C:12]3[O:14][C:15]([CH3:20])([CH3:19])[CH2:16][CH:17]([NH:18][C:29](=[O:34])[C:30]([CH3:33])([CH3:32])[CH3:31])[C:11]3=[CH:10][C:9]=2[C:21]2[CH:22]=[CH:23][C:24]([Cl:27])=[CH:25][CH:26]=2)=[C:4]([Cl:28])[CH:3]=1. The catalyst class is: 2. (2) Reactant: Cl.[NH2:2][C:3]1[C:4]([OH:19])=[C:5]([C:10]2[CH:15]=[CH:14][CH:13]=[C:12]([C:16]([OH:18])=[O:17])[CH:11]=2)[CH:6]=[C:7]([F:9])[CH:8]=1.[N:20]([O-])=O.[Na+].[CH3:24][C:25]1([CH3:41])[C:33]2[C:28](=[CH:29][CH:30]=[C:31]([N:34]3[C:38](=[O:39])[CH2:37][C:36]([CH3:40])=[N:35]3)[CH:32]=2)[CH2:27][CH2:26]1.C(=O)(O)[O-].[Na+]. The catalyst class is: 33. Product: [CH3:24][C:25]1([CH3:41])[C:33]2[C:28](=[CH:29][CH:30]=[C:31]([N:34]3[C:38](=[O:39])[C:37](=[N:20][NH:2][C:3]4[C:4]([OH:19])=[C:5]([C:10]5[CH:15]=[CH:14][CH:13]=[C:12]([C:16]([OH:18])=[O:17])[CH:11]=5)[CH:6]=[C:7]([F:9])[CH:8]=4)[C:36]([CH3:40])=[N:35]3)[CH:32]=2)[CH2:27][CH2:26]1.